Dataset: Catalyst prediction with 721,799 reactions and 888 catalyst types from USPTO. Task: Predict which catalyst facilitates the given reaction. (1) Reactant: [NH2:1][C:2]1[C:10]([N+:11]([O-])=O)=[CH:9][C:8]([Cl:14])=[CH:7][C:3]=1[C:4]([NH2:6])=[O:5].O.O.[Sn](Cl)Cl. Product: [NH2:1][C:2]1[C:10]([NH2:11])=[CH:9][C:8]([Cl:14])=[CH:7][C:3]=1[C:4]([NH2:6])=[O:5]. The catalyst class is: 8. (2) Reactant: [CH2:1]1[C:6]2([CH2:11][CH2:10][CH2:9][CH2:8][CH2:7]2)[CH2:5][CH2:4][NH:3][CH2:2]1.[IH:12].CS[C:15]1[NH:16][CH2:17][CH2:18][N:19]=1. Product: [IH:12].[NH:19]1[CH2:18][CH2:17][N:16]=[C:15]1[N:3]1[CH2:4][CH2:5][C:6]2([CH2:11][CH2:10][CH2:9][CH2:8][CH2:7]2)[CH2:1][CH2:2]1. The catalyst class is: 5. (3) Reactant: [Br:1][C:2]1[CH:3]=[C:4]([CH:19]=[C:20]([C:22](=[O:25])NC)[CH:21]=1)[C:5]([NH:7][C:8]1C=CC=CC=1CC(OC)=O)=[O:6].[Li+].[OH-:27].Cl. Product: [Br:1][C:2]1[CH:21]=[C:20]([CH:19]=[C:4]([C:5](=[O:6])[NH:7][CH3:8])[CH:3]=1)[C:22]([OH:25])=[O:27]. The catalyst class is: 87. (4) Reactant: CC(OC(/N=N/C(OC(C)C)=O)=O)C.[F:15][C:16]1[CH:17]=[C:18]([OH:26])[CH:19]=[CH:20][C:21]=1[S:22]([CH3:25])(=[O:24])=[O:23].[CH:27]([C:30]1[N:34]=[C:33]([N:35]2[CH2:40][CH2:39][CH:38]([CH2:41][CH2:42][CH2:43]O)[CH2:37][CH2:36]2)[O:32][N:31]=1)([CH3:29])[CH3:28].C1C=CC(P(C2C=CC=CC=2)C2C=CC=CC=2)=CC=1. Product: [F:15][C:16]1[CH:17]=[C:18]([CH:19]=[CH:20][C:21]=1[S:22]([CH3:25])(=[O:23])=[O:24])[O:26][CH2:43][CH2:42][CH2:41][CH:38]1[CH2:39][CH2:40][N:35]([C:33]2[O:32][N:31]=[C:30]([CH:27]([CH3:28])[CH3:29])[N:34]=2)[CH2:36][CH2:37]1. The catalyst class is: 1. (5) Reactant: [C:1]([O:5][C:6]([N:8]1[CH2:13][CH2:12][C:11]([OH:15])([CH3:14])[CH2:10][CH2:9]1)=[O:7])([CH3:4])([CH3:3])[CH3:2].[H-].[Na+].[CH3:18]I. Product: [C:1]([O:5][C:6]([N:8]1[CH2:13][CH2:12][C:11]([O:15][CH3:18])([CH3:14])[CH2:10][CH2:9]1)=[O:7])([CH3:4])([CH3:2])[CH3:3]. The catalyst class is: 9.